Dataset: Forward reaction prediction with 1.9M reactions from USPTO patents (1976-2016). Task: Predict the product of the given reaction. (1) Given the reactants O[CH2:2][C:3]1[CH:8]=[CH:7][C:6]([CH:9]2[CH2:14][CH2:13][N:12]([C:15]([O:17][CH2:18][C:19]3[CH:24]=[CH:23][CH:22]=[CH:21][CH:20]=3)=[O:16])[CH2:11][CH:10]2[O:25][CH2:26][C:27]2[CH:28]=[CH:29][C:30]3[O:35][CH2:34][CH2:33][N:32]([CH2:36][CH2:37][CH2:38][O:39][CH3:40])[C:31]=3[CH:41]=2)=[CH:5][CH:4]=1.[Cl:42]C(N(C)C)=C(C)C, predict the reaction product. The product is: [Cl:42][CH2:2][C:3]1[CH:8]=[CH:7][C:6]([CH:9]2[CH2:14][CH2:13][N:12]([C:15]([O:17][CH2:18][C:19]3[CH:24]=[CH:23][CH:22]=[CH:21][CH:20]=3)=[O:16])[CH2:11][CH:10]2[O:25][CH2:26][C:27]2[CH:28]=[CH:29][C:30]3[O:35][CH2:34][CH2:33][N:32]([CH2:36][CH2:37][CH2:38][O:39][CH3:40])[C:31]=3[CH:41]=2)=[CH:5][CH:4]=1. (2) Given the reactants [CH3:1][NH:2][C:3]1[C:12]2[C:7](=[CH:8][CH:9]=[C:10](B3OC(C)(C)C(C)(C)O3)[CH:11]=2)[N:6]=[C:5]([C:22]2[CH:23]=[N:24][CH:25]=[CH:26][CH:27]=2)[N:4]=1.Br[C:29]1[CH:30]=[CH:31][CH:32]=[C:33]2[C:38]=1[CH2:37][N:36]([C:39](=[O:41])[CH3:40])[CH2:35][CH2:34]2.C([O-])([O-])=O.[K+].[K+], predict the reaction product. The product is: [CH3:1][NH:2][C:3]1[C:12]2[C:7](=[CH:8][CH:9]=[C:10]([C:29]3[CH:30]=[CH:31][CH:32]=[C:33]4[C:38]=3[CH2:37][N:36]([C:39](=[O:41])[CH3:40])[CH2:35][CH2:34]4)[CH:11]=2)[N:6]=[C:5]([C:22]2[CH:23]=[N:24][CH:25]=[CH:26][CH:27]=2)[N:4]=1. (3) Given the reactants [Cl:1][C:2]1[CH:7]=[CH:6][CH:5]=[C:4]([Cl:8])[C:3]=1[CH:9]=[C:10](Br)Br.[CH2:13]([NH2:16])[CH2:14][NH2:15], predict the reaction product. The product is: [Cl:1][C:2]1[CH:7]=[CH:6][CH:5]=[C:4]([Cl:8])[C:3]=1[CH2:9][C:10]1[NH:15][CH2:14][CH2:13][N:16]=1. (4) Given the reactants [OH:1][CH2:2][C:3]1([CH2:16][OH:17])[C:15]2[CH:14]=[CH:13][CH:12]=[CH:11][C:10]=2[C:9]2[C:4]1=[CH:5][CH:6]=[CH:7][CH:8]=2.[CH2:18](I)[CH3:19], predict the reaction product. The product is: [CH2:18]([O:1][CH2:2][C:3]1([CH2:16][OH:17])[C:15]2[CH:14]=[CH:13][CH:12]=[CH:11][C:10]=2[C:9]2[C:4]1=[CH:5][CH:6]=[CH:7][CH:8]=2)[CH3:19]. (5) Given the reactants [C:1]1([CH2:9]Cl)[CH:6]=[CH:5][CH:4]=[C:3]([CH2:7]Cl)[CH:2]=1.[CH3:11][O-:12].[Na+].[CH3:14][OH:15], predict the reaction product. The product is: [CH3:11][O:12][CH2:9][C:1]1[CH:6]=[CH:5][CH:4]=[C:3]([CH2:7][O:15][CH3:14])[CH:2]=1. (6) Given the reactants C([O:4][C@@H:5]1[C@@H:10]([O:11]C(=O)C)[C@@H:9]([O:15]C(=O)C)[C@@H:8]([CH2:19][O:20]C(=O)C)[O:7][C@H:6]1[O:24][C:25]1[C:29]([CH2:30][C:31]2[CH:36]=[CH:35][C:34]([O:37][CH2:38][CH2:39][CH2:40][C:41](=[O:49])[NH:42][C:43]([C:46]([OH:48])=O)([CH3:45])[CH3:44])=[CH:33][C:32]=2[CH3:50])=[C:28]([CH:51]([CH3:53])[CH3:52])[NH:27][N:26]=1)(=O)C.[OH:54][CH2:55][CH2:56][N:57]1[CH2:62][CH2:61][NH:60][CH2:59][CH2:58]1.NC(C)(C)C(N)=O, predict the reaction product. The product is: [C@@H:6]1([O:24][C:25]2[C:29]([CH2:30][C:31]3[CH:36]=[CH:35][C:34]([O:37][CH2:38][CH2:39][CH2:40][C:41](=[O:49])[NH:42][C:43]([C:46]([N:60]4[CH2:61][CH2:62][N:57]([CH2:56][CH2:55][OH:54])[CH2:58][CH2:59]4)=[O:48])([CH3:44])[CH3:45])=[CH:33][C:32]=3[CH3:50])=[C:28]([CH:51]([CH3:52])[CH3:53])[NH:27][N:26]=2)[O:7][C@H:8]([CH2:19][OH:20])[C@H:9]([OH:15])[C@H:10]([OH:11])[C@H:5]1[OH:4]. (7) The product is: [CH2:26]([NH:25][C:23]([NH:22][C:19]1[CH:18]=[CH:17][C:16]([C:14]([N:11]2[CH2:12][CH2:13][NH:8][CH2:9][CH2:10]2)=[O:15])=[CH:21][N:20]=1)=[O:24])[CH2:27][CH2:28][CH3:29]. Given the reactants C([N:8]1[CH2:13][CH2:12][N:11]([C:14]([C:16]2[CH:17]=[CH:18][C:19]([NH:22][C:23]([NH:25][CH2:26][CH2:27][CH2:28][CH3:29])=[O:24])=[N:20][CH:21]=2)=[O:15])[CH2:10][CH2:9]1)C1C=CC=CC=1, predict the reaction product. (8) Given the reactants ON1[C:6]2[CH:7]=[CH:8][CH:9]=C[C:5]=2[N:4]=N1.C(N(CC)CC)C.[C:18]([O:22][C:23]([NH:25][C@H:26]([C:33]([OH:35])=O)[CH2:27][C:28]1[N:29]=[CH:30][S:31][CH:32]=1)=[O:24])([CH3:21])([CH3:20])[CH3:19], predict the reaction product. The product is: [C:18]([O:22][C:23]([NH:25][C@H:26]([C:33]([N:4]1[CH2:5][CH2:6][CH2:7][C@H:8]1[CH3:9])=[O:35])[CH2:27][C:28]1[N:29]=[CH:30][S:31][CH:32]=1)=[O:24])([CH3:19])([CH3:20])[CH3:21]. (9) Given the reactants [NH2:1][C:2]1[CH:10]=[CH:9][CH:8]=[C:7]2[C:3]=1[CH:4]([CH2:19][CH2:20][CH2:21][C:22]([O-:24])=O)[CH2:5][N:6]2[CH2:11][C:12]([O:14][C:15]([CH3:18])([CH3:17])[CH3:16])=[O:13].[Li+].C(Cl)CCl.C1C=NC2N(O)N=NC=2C=1.C(N(CC)C(C)C)(C)C, predict the reaction product. The product is: [O:24]=[C:22]1[NH:1][C:2]2[C:3]3[CH:4]([CH2:5][N:6]([CH2:11][C:12]([O:14][C:15]([CH3:16])([CH3:17])[CH3:18])=[O:13])[C:7]=3[CH:8]=[CH:9][CH:10]=2)[CH2:19][CH2:20][CH2:21]1. (10) Given the reactants [Br:1][C:2]1[CH:3]=[CH:4][C:5]2[O:14][C:13]3[C:12](=[O:15])[NH:11][C:10]([CH2:16][CH:17]4[CH2:22][CH2:21][NH:20][CH2:19][CH2:18]4)=[N:9][C:8]=3[C:6]=2[CH:7]=1.C=O.[CH:25](O)=O.[OH-].[Na+], predict the reaction product. The product is: [Br:1][C:2]1[CH:3]=[CH:4][C:5]2[O:14][C:13]3[C:12](=[O:15])[NH:11][C:10]([CH2:16][CH:17]4[CH2:22][CH2:21][N:20]([CH3:25])[CH2:19][CH2:18]4)=[N:9][C:8]=3[C:6]=2[CH:7]=1.